This data is from Experimentally validated miRNA-target interactions with 360,000+ pairs, plus equal number of negative samples. The task is: Binary Classification. Given a miRNA mature sequence and a target amino acid sequence, predict their likelihood of interaction. (1) The protein sequence of the target gene is MEVLQCDGCDFRAPSYEDLKAHIQDVHTAFLQPTDVAEDNDDEPLSGSMNASNQTEVEFSSIKDEFVIAEDLPGQSATALGSGGYYGHSPGYYGQHITPNPKPTNKFFQCKFCVRYFRSKNLLIEHTRKVHGAQAEESPTGPPVPGSLNYNIMMHEGFGKVFSCQFCTYKSPRRARIIKHQKMYHKNSLKESTAPPPAPAPLPDPLVPPVSLQDPCKELPAEVVERSILESMVKPLTKSRGNFCCEWCSYQTPRRERWCDHMMKKHRSMVKILSSIRQQEGPNVSEAQNDNEPSPTSNST.... Result: 1 (interaction). The miRNA is mmu-miR-466b-3p with sequence AUACAUACACGCACACAUAAGA. (2) The miRNA is cel-miR-1829b-5p with sequence AAGCGAUCUUCUAGAUGGUUGUA. The protein sequence of the target gene is MLINKLWLLLVTLCLTEELAAAGEKSYGKPCGGQDCSGSCQCFPEKGARGRPGPIGIQGPTGPQGFTGSTGLSGLKGERGFPGLLGPYGPKGDKGPMGVPGFLGINGIPGHPGQPGPRGPPGLDGCNGTQGAVGFPGPDGYPGLLGPPGLPGQKGSKGDPVLAPGSFKGMKGDPGLPGLDGITGPQGAPGFPGAVGPAGPPGLQGPPGPPGPLGPDGNMGLGFQGEKGVKGDVGLPGPAGPPPSTGELEFMGFPKGKKGSKGEPGPKGFPGISGPPGFPGLGTTGEKGEKGEKGIPGLPG.... Result: 0 (no interaction). (3) The miRNA is hsa-miR-3667-3p with sequence ACCUUCCUCUCCAUGGGUCUUU. The protein sequence of the target gene is MATTSTTGSTLLQPLSNAVQLPIDQVNFVVCQLFALLAAIWFRTYLHSSKTSSFIRHVVATLLGLYLALFCFGWYALHFLVQSGISYCIMIIIGVENMHNYCFVFALGYLTVCQVTRVYIFDYGQYSADFSGPMMIITQKITSLACEIHDGMFRKDEELTSSQRDLAVRRMPSLLEYLSYNCNFMGILAGPLCSYKDYITFIEGRSYHITQSGENGKEETQYERTEPSPNTAVVQKLLVCGLSLLFHLTICTTLPVEYNIDEHFQATASWPTKIIYLYISLLAARPKYYFAWTLADAINN.... Result: 1 (interaction). (4) The miRNA is mmu-miR-466b-5p with sequence UGAUGUGUGUGUACAUGUACAU. The protein sequence of the target gene is MLCYVTRPDAVLMEVEVEAKANGEDCLNQVCRRLGIIEVDYFGLQFTGSKGESLWLNLRNRISQQMDGLAPYRLKLRVKFFVEPHLILQEQTRHIFFLHIKESLLAGHLQCSPEQAVELSALLAQTKFGDYNQNTAQYSYEDLCEKELSSSTLNSIVAKHKELEGISQASAEYQVLQIVSAMENYGIEWHAVRDSEGQKLLIGVGPEGISICKEDFSPINRIAYPVVQMATQSGKNVYLTVTKESGNSIVLLFKMISTRAASGLYRAITETHAFYRCDTVTSAVMMQYSRDLKGHLASLF.... Result: 0 (no interaction). (5) The miRNA is hsa-miR-659-3p with sequence CUUGGUUCAGGGAGGGUCCCCA. The protein sequence of the target gene is MPSSLFADLERNGSGGGGGGSSGGGETLDDQRALQLALDQLSLLGLDSDEGASLYDSEPRKKSVNMTECVPVPSSEHVAEIVGRQGCKIKALRAKTNTYIKTPVRGEEPVFVVTGRKEDVAMARREIISAAEHFSMIRASRNKNTALNGAVPGPPNLPGQTTIQVRVPYRVVGLVVGPKGATIKRIQQQTHTYIVTPSRDKEPVFEVTGMPENVDRAREEIEAHIALRTGGIIELTDENDFHANGTDVGFDLHHGSGGSGPGSLWSKPTPSITPTPGRKPFSSYRNDSSSSLGSASTDSY.... Result: 0 (no interaction). (6) The miRNA is mmu-miR-453 with sequence AGGUUGCCUCAUAGUGAGCUUGCA. The protein sequence of the target gene is MSSEPPPPYPGGPTAPLLEEKSGAPPTPGRSSPAVMQPPPGMPLPPADIGPPPYEPPGHPMPQPGFIPPHMSADGTYMPPGFYPPPGPHPPMGYYPPGPYTPGPYPGPGGHTATVLVPSGAATTVTVLQGEIFEGAPVQTVCPHCQQAITTKISYEIGLMNFVLGFFCCFMGCDLGCCLIPCLINDFKDVTHTCPSCKAYIYTYKRLC. Result: 0 (no interaction).